Dataset: Full USPTO retrosynthesis dataset with 1.9M reactions from patents (1976-2016). Task: Predict the reactants needed to synthesize the given product. (1) The reactants are: [Cl:1][C:2]1[CH:7]=[CH:6][C:5]([C:8]2[N:12]([CH:13]([CH:16]3[CH2:21][CH2:20][C:19]([F:23])([F:22])[CH2:18][CH2:17]3)[CH2:14][OH:15])[C:11]3[CH:24]=[C:25]([F:29])[C:26]([F:28])=[CH:27][C:10]=3[N:9]=2)=[CH:4][CH:3]=1.[CH3:30][C:31]1[CH:32]=[C:33]([CH:36]=[C:37]([CH3:40])[C:38]=1O)[C:34]#[N:35]. Given the product [Cl:1][C:2]1[CH:7]=[CH:6][C:5]([C:8]2[N:12]([CH:13]([CH:16]3[CH2:21][CH2:20][C:19]([F:23])([F:22])[CH2:18][CH2:17]3)[CH2:14][O:15][C:38]3[C:37]([CH3:40])=[CH:36][C:33]([C:34]#[N:35])=[CH:32][C:31]=3[CH3:30])[C:11]3[CH:24]=[C:25]([F:29])[C:26]([F:28])=[CH:27][C:10]=3[N:9]=2)=[CH:4][CH:3]=1, predict the reactants needed to synthesize it. (2) Given the product [C:21]([C:24]1[CH:29]=[C:28]([C:2]2[C:7]3[N:8]([C:11]4[CH:16]=[CH:15][CH:14]=[CH:13][CH:12]=4)[CH:9]=[N:10][C:6]=3[CH:5]=[C:4]([C:17]([F:20])([F:19])[F:18])[CH:3]=2)[CH:27]=[CH:26][CH:25]=1)(=[O:23])[CH3:22], predict the reactants needed to synthesize it. The reactants are: I[C:2]1[C:7]2[N:8]([C:11]3[CH:16]=[CH:15][CH:14]=[CH:13][CH:12]=3)[CH:9]=[N:10][C:6]=2[CH:5]=[C:4]([C:17]([F:20])([F:19])[F:18])[CH:3]=1.[C:21]([C:24]1[CH:25]=[C:26](B(O)O)[CH:27]=[CH:28][CH:29]=1)(=[O:23])[CH3:22].C(O)CCO.C(=O)([O-])[O-].[K+].[K+]. (3) The reactants are: [Br:1][C:2]1[CH:3]=[C:4]([CH:8]=[C:9](/[CH:11]=[N:12]/[S@@:13]([C:15]([CH3:18])([CH3:17])[CH3:16])=[O:14])[CH:10]=1)[C:5]([NH2:7])=[O:6].Br[CH2:20][CH:21]=[CH2:22]. Given the product [Br:1][C:2]1[CH:3]=[C:4]([CH:8]=[C:9]([C@@H:11]([NH:12][S@@:13]([C:15]([CH3:18])([CH3:17])[CH3:16])=[O:14])[CH2:22][CH:21]=[CH2:20])[CH:10]=1)[C:5]([NH2:7])=[O:6], predict the reactants needed to synthesize it. (4) The reactants are: [CH2:1]([O:8][C:9](=[O:31])[C@@H:10]([NH:15][C:16](=[O:30])[C@@H:17]([NH:22][C:23](OC(C)(C)C)=[O:24])[C:18]([CH3:21])([CH3:20])[CH3:19])[CH2:11][CH:12]([CH3:14])[CH3:13])[C:2]1[CH:7]=[CH:6][CH:5]=[CH:4][CH:3]=1.FC(F)(F)C(O)=O.C(N(CC)C(C)C)(C)C.[C:48]([O:52][C:53]([NH:55][C@@H:56]([CH2:60][C:61]1[CH:66]=[CH:65][CH:64]=[CH:63][C:62]=1[CH3:67])C(O)=O)=[O:54])([CH3:51])([CH3:50])[CH3:49].CN(C(ON1N=NC2C=CC=NC1=2)=[N+](C)C)C.F[P-](F)(F)(F)(F)F. Given the product [CH2:1]([O:8][C:9](=[O:31])[C@@H:10]([NH:15][C:16](=[O:30])[C@@H:17]([NH:22][C:23](=[O:24])[C@@H:56]([NH:55][C:53]([O:52][C:48]([CH3:51])([CH3:50])[CH3:49])=[O:54])[CH2:60][C:61]1[CH:66]=[CH:65][CH:64]=[CH:63][C:62]=1[CH3:67])[C:18]([CH3:21])([CH3:19])[CH3:20])[CH2:11][CH:12]([CH3:14])[CH3:13])[C:2]1[CH:7]=[CH:6][CH:5]=[CH:4][CH:3]=1, predict the reactants needed to synthesize it. (5) Given the product [CH3:18][O:19][C:20]1[CH:21]=[C:22]([CH2:28][C:29]([NH:12][C:10]2[S:11][C:7]([C:4]3[N:5]=[N:6][N:2]([CH3:1])[N:3]=3)=[C:8]([C:13]3[S:14][CH:15]=[CH:16][CH:17]=3)[N:9]=2)=[O:30])[CH:23]=[CH:24][C:25]=1[O:26][CH3:27], predict the reactants needed to synthesize it. The reactants are: [CH3:1][N:2]1[N:6]=[N:5][C:4]([C:7]2[S:11][C:10]([NH2:12])=[N:9][C:8]=2[C:13]2[S:14][CH:15]=[CH:16][CH:17]=2)=[N:3]1.[CH3:18][O:19][C:20]1[CH:21]=[C:22]([CH2:28][C:29](Cl)=[O:30])[CH:23]=[CH:24][C:25]=1[O:26][CH3:27]. (6) Given the product [ClH:19].[ClH:19].[NH2:1][C:2]1[N:7]=[CH:6][C:5]([O:8][C@@H:9]2[CH:16]3[CH2:17][N:12]4[CH2:13][CH:14]([CH2:18][CH:10]2[CH2:11]4)[CH2:15]3)=[CH:4][CH:3]=1, predict the reactants needed to synthesize it. The reactants are: [NH2:1][C:2]1[N:7]=[CH:6][C:5]([O:8][C@@H:9]2[CH:16]3[CH2:17][N:12]4[CH2:13][CH:14]([CH2:18][CH:10]2[CH2:11]4)[CH2:15]3)=[CH:4][CH:3]=1.[ClH:19].O1CCOCC1. (7) Given the product [O:1]1[C:5]2([CH2:10][CH2:9][CH:8]([CH2:11][OH:12])[CH2:7][CH2:6]2)[O:4][CH2:3][CH2:2]1, predict the reactants needed to synthesize it. The reactants are: [O:1]1[C:5]2([CH2:10][CH2:9][CH:8]([C:11](OCC)=[O:12])[CH2:7][CH2:6]2)[O:4][CH2:3][CH2:2]1.[H-].[Al+3].[Li+].[H-].[H-].[H-].[OH-].[Na+].[O-]S([O-])(=O)=O.[Na+].[Na+]. (8) Given the product [CH3:37][N:38]([CH3:39])[C:1]([C:4]1[CH:5]=[CH:6][C:7]2[O:11][C:10]([C:12]([NH:14][C:15]3[CH:20]=[CH:19][C:18]([Cl:21])=[CH:17][N:16]=3)=[O:13])=[C:9]([NH:22][C:23]([C@H:25]3[CH2:26][CH2:27][C@H:28]([N:31]([CH:33]=[O:34])[CH3:32])[CH2:29][CH2:30]3)=[O:24])[C:8]=2[CH:35]=1)=[O:2], predict the reactants needed to synthesize it. The reactants are: [C:1]([C:4]1[CH:5]=[CH:6][C:7]2[O:11][C:10]([C:12]([NH:14][C:15]3[CH:20]=[CH:19][C:18]([Cl:21])=[CH:17][N:16]=3)=[O:13])=[C:9]([NH:22][C:23]([C@H:25]3[CH2:30][CH2:29][C@H:28]([N:31]([CH:33]=[O:34])[CH3:32])[CH2:27][CH2:26]3)=[O:24])[C:8]=2[CH:35]=1)(O)=[O:2].Cl.[CH3:37][NH:38][CH3:39].ON1C2C=CC=CC=2N=N1.C(=O)([O-])O.[Na+]. (9) Given the product [Cl:20][C:18]1[N:17]=[CH:16][N:15]=[C:14]([N:10]2[CH:21]=[N:23][C:8]([NH:7][C:1]3[CH:2]=[CH:3][CH:4]=[CH:5][CH:6]=3)=[N:9]2)[CH:19]=1, predict the reactants needed to synthesize it. The reactants are: [C:1]1([NH:7][C:8]2[N:9]=[N:10]NC=2)[CH:6]=[CH:5][CH:4]=[CH:3][CH:2]=1.Cl[C:14]1[CH:19]=[C:18]([Cl:20])[N:17]=[CH:16][N:15]=1.[CH2:21]([N:23](CC)CC)C. (10) Given the product [CH3:11][C:4]1[CH:5]=[CH:6][C:7]([N+:8]([O-:10])=[O:9])=[C:2]([NH:21][CH:22]2[CH2:23][CH2:24][N:25]([C:28]([O:30][C:31]([CH3:34])([CH3:33])[CH3:32])=[O:29])[CH2:26][CH2:27]2)[CH:3]=1, predict the reactants needed to synthesize it. The reactants are: F[C:2]1[CH:3]=[C:4]([CH3:11])[CH:5]=[CH:6][C:7]=1[N+:8]([O-:10])=[O:9].C(N(C(C)C)CC)(C)C.[NH2:21][CH:22]1[CH2:27][CH2:26][N:25]([C:28]([O:30][C:31]([CH3:34])([CH3:33])[CH3:32])=[O:29])[CH2:24][CH2:23]1.